Predict the reactants needed to synthesize the given product. From a dataset of Full USPTO retrosynthesis dataset with 1.9M reactions from patents (1976-2016). Given the product [CH2:11]([O:18][C:19]([C@@H:20]1[CH2:24][CH2:23][CH2:22][N:21]1[CH2:3][CH2:2][C:1]([O:5][C:6]([CH3:9])([CH3:8])[CH3:7])=[O:4])=[O:25])[C:12]1[CH:13]=[CH:14][CH:15]=[CH:16][CH:17]=1, predict the reactants needed to synthesize it. The reactants are: [C:1]([O:5][C:6]([CH3:9])([CH3:8])[CH3:7])(=[O:4])[CH:2]=[CH2:3].Cl.[CH2:11]([O:18][C:19](=[O:25])[C@@H:20]1[CH2:24][CH2:23][CH2:22][NH:21]1)[C:12]1[CH:17]=[CH:16][CH:15]=[CH:14][CH:13]=1.CCN(CC)CC.